From a dataset of NCI-60 drug combinations with 297,098 pairs across 59 cell lines. Regression. Given two drug SMILES strings and cell line genomic features, predict the synergy score measuring deviation from expected non-interaction effect. (1) Drug 1: C1=CC(=CC=C1CC(C(=O)O)N)N(CCCl)CCCl.Cl. Drug 2: C1CC(C1)(C(=O)O)C(=O)O.[NH2-].[NH2-].[Pt+2]. Cell line: SK-MEL-2. Synergy scores: CSS=23.5, Synergy_ZIP=-2.03, Synergy_Bliss=-0.170, Synergy_Loewe=-3.89, Synergy_HSA=-2.07. (2) Drug 1: CCC1=CC2CC(C3=C(CN(C2)C1)C4=CC=CC=C4N3)(C5=C(C=C6C(=C5)C78CCN9C7C(C=CC9)(C(C(C8N6C)(C(=O)OC)O)OC(=O)C)CC)OC)C(=O)OC.C(C(C(=O)O)O)(C(=O)O)O. Drug 2: C1CNP(=O)(OC1)N(CCCl)CCCl. Cell line: RXF 393. Synergy scores: CSS=20.1, Synergy_ZIP=3.06, Synergy_Bliss=3.10, Synergy_Loewe=-35.3, Synergy_HSA=0.487. (3) Drug 1: C1=CC(=CC=C1C#N)C(C2=CC=C(C=C2)C#N)N3C=NC=N3. Drug 2: C(CN)CNCCSP(=O)(O)O. Cell line: COLO 205. Synergy scores: CSS=8.74, Synergy_ZIP=-0.335, Synergy_Bliss=1.21, Synergy_Loewe=3.54, Synergy_HSA=0.944. (4) Synergy scores: CSS=8.33, Synergy_ZIP=-3.89, Synergy_Bliss=-1.71, Synergy_Loewe=-10.5, Synergy_HSA=-5.23. Cell line: HOP-92. Drug 1: C1CN1C2=NC(=NC(=N2)N3CC3)N4CC4. Drug 2: C1CNP(=O)(OC1)N(CCCl)CCCl.